This data is from Reaction yield outcomes from USPTO patents with 853,638 reactions. The task is: Predict the reaction yield, written as a fraction of the theoretical maximum amount of product (1.0 means a 100% yield; for example, 0.34 means a 34% yield). The reactants are C(O[C:9](=O)[NH:10][CH2:11][CH2:12][NH:13][C:14]1[C:19]([C:20]#[N:21])=[C:18]([C:22]2[O:23][CH:24]=[CH:25][CH:26]=2)[N:17]=[C:16]([NH2:27])[N:15]=1)C1C=CC=CC=1.[C:29]1(=O)[CH2:34][CH2:33]C[CH2:31][CH2:30]1.[H][H]. The catalyst is O1CCOCC1.C(O)C.[Pd]. The product is [NH2:27][C:16]1[N:15]=[C:14]([NH:13][CH2:12][CH2:11][NH:10][CH:9]2[CH2:33][CH2:34][CH2:29][CH2:30][CH2:31]2)[C:19]([C:20]#[N:21])=[C:18]([C:22]2[O:23][CH:24]=[CH:25][CH:26]=2)[N:17]=1. The yield is 0.460.